This data is from Full USPTO retrosynthesis dataset with 1.9M reactions from patents (1976-2016). The task is: Predict the reactants needed to synthesize the given product. Given the product [C:2]1([CH:10]([C:19]2[CH:18]=[CH:17][CH:16]=[CH:15][CH:14]=2)[C:23]2[CH:24]=[CH:25][CH:26]=[CH:27][CH:28]=2)[CH:3]=[CH:4][CH:5]=[CH:6][CH:7]=1, predict the reactants needed to synthesize it. The reactants are: C[C:2]1([C:10]2([C:23]3(C)[CH:28]=[CH:27][C:26](C)=[CH:25][CH:24]3N)[C:19]3[C:14](=[CH:15][C:16](N(C)C)=[CH:17][CH:18]=3)C(=O)O2)[CH:7]=[CH:6][C:5](C)=[CH:4][CH:3]1N.CC1(C2(C3(C)C=CC(C)=CC3N)C3C(=CC=CC=3)C(=O)O2)C=CC(C)=CC1N.